From a dataset of Reaction yield outcomes from USPTO patents with 853,638 reactions. Predict the reaction yield, written as a fraction of the theoretical maximum amount of product (1.0 means a 100% yield; for example, 0.34 means a 34% yield). The reactants are [N+:1]([C:4]1[CH:5]=[C:6]2[C:10](=[CH:11][CH:12]=1)[NH:9][CH:8]=[CH:7]2)([O-:3])=[O:2].[Al+3].[Cl-].[Cl-].[Cl-].Br[C:18]([CH3:21])([CH3:20])[CH3:19]. The catalyst is C(Cl)Cl. The product is [C:18]([C:7]1[C:6]2[C:10](=[CH:11][CH:12]=[C:4]([N+:1]([O-:3])=[O:2])[CH:5]=2)[NH:9][CH:8]=1)([CH3:21])([CH3:20])[CH3:19]. The yield is 0.310.